Dataset: Forward reaction prediction with 1.9M reactions from USPTO patents (1976-2016). Task: Predict the product of the given reaction. Given the reactants CN(C)C=O.Cl[CH2:7][CH2:8][O:9][C:10]1[CH:19]=[C:18]2[C:13]([C:14]([O:20][C:21]3[CH:26]=[CH:25][C:24]([NH:27][C:28]([NH:30][CH2:31][CH2:32][C:33]([CH3:36])([CH3:35])[CH3:34])=[O:29])=[C:23]([F:37])[CH:22]=3)=[CH:15][CH:16]=[N:17]2)=[CH:12][C:11]=1[O:38][CH3:39].C(=O)([O-])[O-].[K+].[K+].[NH:46]1[CH2:51][CH2:50][CH2:49][CH2:48][CH2:47]1, predict the reaction product. The product is: [CH3:35][C:33]([CH3:36])([CH3:34])[CH2:32][CH2:31][NH:30][C:28]([NH:27][C:24]1[CH:25]=[CH:26][C:21]([O:20][C:14]2[C:13]3[C:18](=[CH:19][C:10]([O:9][CH2:8][CH2:7][N:46]4[CH2:51][CH2:50][CH2:49][CH2:48][CH2:47]4)=[C:11]([O:38][CH3:39])[CH:12]=3)[N:17]=[CH:16][CH:15]=2)=[CH:22][C:23]=1[F:37])=[O:29].